From a dataset of NCI-60 drug combinations with 297,098 pairs across 59 cell lines. Regression. Given two drug SMILES strings and cell line genomic features, predict the synergy score measuring deviation from expected non-interaction effect. (1) Drug 1: CN(C)N=NC1=C(NC=N1)C(=O)N. Drug 2: CC12CCC3C(C1CCC2O)C(CC4=C3C=CC(=C4)O)CCCCCCCCCS(=O)CCCC(C(F)(F)F)(F)F. Cell line: HS 578T. Synergy scores: CSS=-0.160, Synergy_ZIP=-1.58, Synergy_Bliss=-7.81, Synergy_Loewe=-6.96, Synergy_HSA=-7.97. (2) Drug 1: CC1=C(C=C(C=C1)NC(=O)C2=CC=C(C=C2)CN3CCN(CC3)C)NC4=NC=CC(=N4)C5=CN=CC=C5. Drug 2: C1=CC=C(C=C1)NC(=O)CCCCCCC(=O)NO. Cell line: K-562. Synergy scores: CSS=86.8, Synergy_ZIP=8.11, Synergy_Bliss=8.40, Synergy_Loewe=8.48, Synergy_HSA=10.4. (3) Drug 1: CCC1=CC2CC(C3=C(CN(C2)C1)C4=CC=CC=C4N3)(C5=C(C=C6C(=C5)C78CCN9C7C(C=CC9)(C(C(C8N6C)(C(=O)OC)O)OC(=O)C)CC)OC)C(=O)OC.C(C(C(=O)O)O)(C(=O)O)O. Drug 2: C(CN)CNCCSP(=O)(O)O. Cell line: EKVX. Synergy scores: CSS=24.9, Synergy_ZIP=2.06, Synergy_Bliss=2.92, Synergy_Loewe=-43.3, Synergy_HSA=0.367. (4) Drug 1: CC1OCC2C(O1)C(C(C(O2)OC3C4COC(=O)C4C(C5=CC6=C(C=C35)OCO6)C7=CC(=C(C(=C7)OC)O)OC)O)O. Drug 2: C1C(C(OC1N2C=NC3=C(N=C(N=C32)Cl)N)CO)O. Cell line: NCIH23. Synergy scores: CSS=45.2, Synergy_ZIP=-2.24, Synergy_Bliss=-2.49, Synergy_Loewe=-3.16, Synergy_HSA=-1.47. (5) Drug 1: C1CC(C1)(C(=O)O)C(=O)O.[NH2-].[NH2-].[Pt+2]. Drug 2: CCCCCOC(=O)NC1=NC(=O)N(C=C1F)C2C(C(C(O2)C)O)O. Cell line: OVCAR-4. Synergy scores: CSS=6.21, Synergy_ZIP=-1.63, Synergy_Bliss=0.774, Synergy_Loewe=-1.57, Synergy_HSA=0.185. (6) Drug 1: CCCS(=O)(=O)NC1=C(C(=C(C=C1)F)C(=O)C2=CNC3=C2C=C(C=N3)C4=CC=C(C=C4)Cl)F. Drug 2: CC1CCC2CC(C(=CC=CC=CC(CC(C(=O)C(C(C(=CC(C(=O)CC(OC(=O)C3CCCCN3C(=O)C(=O)C1(O2)O)C(C)CC4CCC(C(C4)OC)O)C)C)O)OC)C)C)C)OC. Cell line: OVCAR-5. Synergy scores: CSS=28.4, Synergy_ZIP=12.5, Synergy_Bliss=13.5, Synergy_Loewe=-5.07, Synergy_HSA=8.62.